From a dataset of Full USPTO retrosynthesis dataset with 1.9M reactions from patents (1976-2016). Predict the reactants needed to synthesize the given product. (1) Given the product [Br:1][C:2]1[CH:12]=[CH:11][C:5]2[O:6][C:7]3[C:8](=[O:9])[NH:10][C:16]([CH2:17][N:31]4[CH2:32][CH2:33][N:28]([CH:25]5[CH2:24][CH2:23][N:22]([CH3:21])[CH2:27][CH2:26]5)[CH2:29][CH2:30]4)=[N:14][C:13]=3[C:4]=2[CH:3]=1, predict the reactants needed to synthesize it. The reactants are: [Br:1][C:2]1[CH:12]=[CH:11][C:5]([O:6][CH2:7][C:8]([NH2:10])=[O:9])=[C:4]([C:13]#[N:14])[CH:3]=1.N1CCC[CH2:17][CH2:16]1.[CH3:21][N:22]1[CH2:27][CH2:26][CH:25]([N:28]2[CH2:33][CH2:32][NH:31][CH2:30][CH2:29]2)[CH2:24][CH2:23]1. (2) Given the product [Br:1][C:2]1[CH:10]=[CH:9][C:5]([C:6]2[O:8][C:22]([CH2:21][CH3:20])=[CH:23][N:25]=2)=[CH:4][C:3]=1[F:11], predict the reactants needed to synthesize it. The reactants are: [Br:1][C:2]1[CH:10]=[CH:9][C:5]([C:6]([OH:8])=O)=[CH:4][C:3]=1[F:11].C(Cl)(C(Cl)=O)=O.BrC1C=C[C:22]([C:23]([NH2:25])=O)=[CH:21][C:20]=1F.BrCC(=O)CC.